Dataset: Reaction yield outcomes from USPTO patents with 853,638 reactions. Task: Predict the reaction yield, written as a fraction of the theoretical maximum amount of product (1.0 means a 100% yield; for example, 0.34 means a 34% yield). (1) The reactants are [OH:1][CH2:2][C@@H:3]1[C@@H:8]([OH:9])[C@H:7]([OH:10])[C@H:6]([OH:11])[C@@H:5]([N:12]2[CH:16]=[C:15]([C@@H:17]3[C@@H:22]([O:23]CC4C=CC=CC=4)[C@@H:21]([O:31]CC4C=CC=CC=4)[C@H:20]([O:39]CC4C=CC=CC=4)[C@@H:19]([CH2:47][O:48]CC4C=CC=CC=4)[O:18]3)[N:14]=[N:13]2)[O:4]1.C(O)(=O)C. The catalyst is CO.O[Pd]O. The product is [OH:48][CH2:47][C@@H:19]1[C@@H:20]([OH:39])[C@H:21]([OH:31])[C@H:22]([OH:23])[C@@H:17]([C:15]2[N:14]=[N:13][N:12]([C@@H:5]3[C@@H:6]([OH:11])[C@@H:7]([OH:10])[C@H:8]([OH:9])[C@@H:3]([CH2:2][OH:1])[O:4]3)[CH:16]=2)[O:18]1. The yield is 0.260. (2) The reactants are [Cl:1][C:2]1[CH:23]=[C:22]([Cl:24])[CH:21]=[CH:20][C:3]=1[O:4][C:5]1[CH:10]=[CH:9][CH:8]=[CH:7][C:6]=1[NH:11][C:12]([CH:14]1[CH2:19][CH2:18][NH:17][CH2:16][CH2:15]1)=[O:13].N1C=CC=CC=1.[C:31](Cl)(=[O:38])[C:32]1[CH:37]=[CH:36][CH:35]=[CH:34][CH:33]=1. The product is [Cl:1][C:2]1[CH:23]=[C:22]([Cl:24])[CH:21]=[CH:20][C:3]=1[O:4][C:5]1[CH:10]=[CH:9][CH:8]=[CH:7][C:6]=1[NH:11][C:12]([CH:14]1[CH2:19][CH2:18][N:17]([C:31](=[O:38])[C:32]2[CH:37]=[CH:36][CH:35]=[CH:34][CH:33]=2)[CH2:16][CH2:15]1)=[O:13]. The catalyst is C(Cl)Cl. The yield is 0.760. (3) The reactants are Br[C:2]1[CH:7]=[C:6]([Br:8])[CH:5]=[C:4]([Br:9])[CH:3]=1.[Li]CCCC.[C:15]([C:17]1[CH:18]=[N:19][CH:20]=[CH:21][CH:22]=1)#N.C([O:25]CC)C. No catalyst specified. The product is [Br:9][C:4]1[CH:3]=[C:2]([C:15]([C:17]2[CH:18]=[N:19][CH:20]=[CH:21][CH:22]=2)=[O:25])[CH:7]=[C:6]([Br:8])[CH:5]=1. The yield is 0.810. (4) The reactants are [Cl-].O[NH3+:3].[C:4](=[O:7])([O-])[OH:5].[Na+].CS(C)=O.[OH:13][CH2:14][CH:15]([CH3:49])[O:16][C:17]1[CH:22]=[CH:21][C:20]([N:23]2[C:28](=[O:29])[C:27]([CH2:30][C:31]3[CH:36]=[CH:35][C:34]([C:37]4[C:38]([C:43]#[N:44])=[CH:39][CH:40]=[CH:41][CH:42]=4)=[CH:33][CH:32]=3)=[C:26]([CH2:45][CH2:46][CH3:47])[N:25]=[C:24]2[CH3:48])=[CH:19][CH:18]=1. The catalyst is O.C(OCC)(=O)C. The product is [OH:13][CH2:14][CH:15]([CH3:49])[O:16][C:17]1[CH:22]=[CH:21][C:20]([N:23]2[C:28](=[O:29])[C:27]([CH2:30][C:31]3[CH:36]=[CH:35][C:34]([C:37]4[CH:42]=[CH:41][CH:40]=[CH:39][C:38]=4[C:43]4[NH:3][C:4](=[O:7])[O:5][N:44]=4)=[CH:33][CH:32]=3)=[C:26]([CH2:45][CH2:46][CH3:47])[N:25]=[C:24]2[CH3:48])=[CH:19][CH:18]=1. The yield is 0.270. (5) The reactants are C(OC([N:8]1[CH2:11][CH:10]([CH2:12][C:13]2[CH:14]=[C:15]3[C:24](=[CH:25][C:26]=2[C:27]([F:30])([F:29])[F:28])[O:23][CH2:22][C:21]2[N:16]3[CH:17]([CH3:32])[C:18](=[O:31])[NH:19][N:20]=2)[CH2:9]1)=O)(C)(C)C.[C:33]([OH:39])([C:35]([F:38])([F:37])[F:36])=[O:34]. The catalyst is C(Cl)Cl. The product is [F:36][C:35]([F:38])([F:37])[C:33]([OH:39])=[O:34].[NH:8]1[CH2:11][CH:10]([CH2:12][C:13]2[CH:14]=[C:15]3[C:24](=[CH:25][C:26]=2[C:27]([F:30])([F:28])[F:29])[O:23][CH2:22][C:21]2[N:16]3[CH:17]([CH3:32])[C:18](=[O:31])[NH:19][N:20]=2)[CH2:9]1. The yield is 1.00. (6) The reactants are Br[C:2]1[N:7]=[N:6][C:5]([NH2:8])=[N:4][C:3]=1[C:9]1[CH:14]=[CH:13][CH:12]=[CH:11][CH:10]=1.[F:15][C:16]1[CH:17]=[C:18](B(O)O)[CH:19]=[CH:20][CH:21]=1. The yield is 0.620. No catalyst specified. The product is [F:15][C:16]1[CH:21]=[C:20]([C:2]2[N:7]=[N:6][C:5]([NH2:8])=[N:4][C:3]=2[C:9]2[CH:14]=[CH:13][CH:12]=[CH:11][CH:10]=2)[CH:19]=[CH:18][CH:17]=1. (7) The reactants are I[C:2]1[CH:6]=[C:5]([CH:7]2[CH2:12][CH2:11][N:10]([CH:13]3[CH2:16][O:15][CH2:14]3)[CH2:9][CH2:8]2)[N:4]([CH:17]([CH3:19])[CH3:18])[N:3]=1.CC1(C)C(C)(C)OB([C:28]2[CH:29]=[C:30]([C:35]([F:38])([F:37])[F:36])[C:31]([NH2:34])=[N:32][CH:33]=2)O1.C(=O)([O-])[O-].[Cs+].[Cs+]. The catalyst is O1CCOCC1.O. The product is [CH:17]([N:4]1[C:5]([CH:7]2[CH2:12][CH2:11][N:10]([CH:13]3[CH2:16][O:15][CH2:14]3)[CH2:9][CH2:8]2)=[CH:6][C:2]([C:28]2[CH:29]=[C:30]([C:35]([F:38])([F:37])[F:36])[C:31]([NH2:34])=[N:32][CH:33]=2)=[N:3]1)([CH3:19])[CH3:18]. The yield is 0.200. (8) The reactants are C([NH:4][C:5]1[CH:6]=[C:7]2[C:11](=[CH:12][CH:13]=1)[C:10]1([C:17](=[O:18])[N:16]([CH2:19][C:20]([N:22]([CH2:28][C:29]3[CH:34]=[CH:33][CH:32]=[CH:31][CH:30]=3)[C@H:23]([CH:25]3[CH2:27][CH2:26]3)[CH3:24])=[O:21])[C:15](=[O:35])[NH:14]1)[CH2:9][CH2:8]2)(=O)C.Cl.O. The catalyst is CO. The product is [NH2:4][C:5]1[CH:6]=[C:7]2[C:11](=[CH:12][CH:13]=1)[C:10]1([C:17](=[O:18])[N:16]([CH2:19][C:20]([N:22]([CH2:28][C:29]3[CH:34]=[CH:33][CH:32]=[CH:31][CH:30]=3)[C@H:23]([CH:25]3[CH2:26][CH2:27]3)[CH3:24])=[O:21])[C:15](=[O:35])[NH:14]1)[CH2:9][CH2:8]2. The yield is 0.620. (9) The product is [C:15]([O:19][C:20](=[O:21])[NH:22][C@@H:23]1[CH2:24][CH2:25][C@@H:26]([CH2:29][CH:30]2[O:45][C:33]3[CH:34]=[N:35][C:36]4[CH:37]=[CH:38][C:39]([O:43][CH3:44])=[C:40]([F:42])[C:41]=4[C:32]=3[CH2:31]2)[O:27][CH2:28]1)([CH3:16])([CH3:18])[CH3:17]. The yield is 0.240. The reactants are ClC1C(=O)C(C#N)=C(C#N)C(=O)C=1Cl.[C:15]([O:19][C:20]([NH:22][C@H:23]1[CH2:28][O:27][CH:26]([CH2:29][C@@H:30]2[O:45][C:33]3[CH:34]=[N:35][C:36]4[CH:37]=[CH:38][C:39]([O:43][CH3:44])=[C:40]([F:42])[C:41]=4[C:32]=3[CH:31]2OC(=O)C)[CH2:25][CH2:24]1)=[O:21])([CH3:18])([CH3:17])[CH3:16].CCCCCC.C(OCC)(=O)C. The catalyst is C1(C)C=CC=CC=1.